Dataset: Full USPTO retrosynthesis dataset with 1.9M reactions from patents (1976-2016). Task: Predict the reactants needed to synthesize the given product. (1) Given the product [F:36][CH:2]([F:1])[C:3]1[N:7]([C:8]2[CH:13]=[C:12]([N:14]3[CH2:19][CH2:18][O:17][CH2:16][CH2:15]3)[N:11]=[C:10]([NH2:20])[N:9]=2)[C:6]2[CH:32]=[CH:33][CH:34]=[CH:35][C:5]=2[N:4]=1, predict the reactants needed to synthesize it. The reactants are: [F:1][CH:2]([F:36])[C:3]1[N:7]([C:8]2[CH:13]=[C:12]([N:14]3[CH2:19][CH2:18][O:17][CH2:16][CH2:15]3)[N:11]=[C:10]([NH:20]CC3C=CC(OC)=C(OC)C=3)[N:9]=2)[C:6]2[CH:32]=[CH:33][CH:34]=[CH:35][C:5]=2[N:4]=1.FC(F)(F)C(O)=O.C(=O)([O-])O.[Na+]. (2) Given the product [CH2:6]([C:10]1[N:11]([CH2:28][C:29]2[CH:34]=[CH:33][C:32]([C:35]3[CH:40]=[CH:39][CH:38]=[CH:37][C:36]=3[C:41]3[NH:45][N:44]=[N:43][N:42]=3)=[CH:31][CH:30]=2)[C:12]([C:16]([O:18][CH2:19][P:20](=[O:21])([OH:22])[OH:25])=[O:17])=[C:13]([Cl:15])[N:14]=1)[CH2:7][CH2:8][CH3:9], predict the reactants needed to synthesize it. The reactants are: Br[Si](C)(C)C.[CH2:6]([C:10]1[N:11]([CH2:28][C:29]2[CH:34]=[CH:33][C:32]([C:35]3[CH:40]=[CH:39][CH:38]=[CH:37][C:36]=3[C:41]3[NH:45][N:44]=[N:43][N:42]=3)=[CH:31][CH:30]=2)[C:12]([C:16]([O:18][CH2:19][P:20]([O:25]CC)([O:22]CC)=[O:21])=[O:17])=[C:13]([Cl:15])[N:14]=1)[CH2:7][CH2:8][CH3:9].CO. (3) Given the product [C:33]1([C:26]([C:27]2[CH:28]=[CH:29][CH:30]=[CH:31][CH:32]=2)=[N:39][C:2]2[CH:24]=[CH:23][C:5]([O:6][C:7]3[CH:8]=[C:9]4[C:13](=[CH:14][C:15]=3[F:16])[N:12]([CH:17]3[CH2:22][CH2:21][CH2:20][CH2:19][O:18]3)[N:11]=[CH:10]4)=[C:4]([F:25])[CH:3]=2)[CH:34]=[CH:35][CH:36]=[CH:37][CH:38]=1, predict the reactants needed to synthesize it. The reactants are: Br[C:2]1[CH:24]=[CH:23][C:5]([O:6][C:7]2[CH:8]=[C:9]3[C:13](=[CH:14][C:15]=2[F:16])[N:12]([CH:17]2[CH2:22][CH2:21][CH2:20][CH2:19][O:18]2)[N:11]=[CH:10]3)=[C:4]([F:25])[CH:3]=1.[C:26](=[NH:39])([C:33]1[CH:38]=[CH:37][CH:36]=[CH:35][CH:34]=1)[C:27]1[CH:32]=[CH:31][CH:30]=[CH:29][CH:28]=1.C1(P(C2C=CC=CC=2)C2C3OC4C(=CC=CC=4P(C4C=CC=CC=4)C4C=CC=CC=4)C(C)(C)C=3C=CC=2)C=CC=CC=1.C([O-])([O-])=O.[Cs+].[Cs+]. (4) Given the product [CH3:1][Si:2]([O:11][CH3:12])([O:15][CH3:16])[C:3]1[CH:10]=[CH:9][C:6]([CH:7]=[CH2:8])=[CH:5][CH:4]=1, predict the reactants needed to synthesize it. The reactants are: [CH3:1][Si:2]([O:15][CH:16](C)C)([O:11][CH:12](C)C)[C:3]1[CH:10]=[CH:9][C:6]([CH:7]=[CH2:8])=[CH:5][CH:4]=1.C1(C)C=CC(S(O)(=O)=O)=CC=1. (5) Given the product [N:2]1([CH2:7][C:8]([N:19]2[CH2:20][C@H:16]([CH2:15][C:14]3[CH:38]=[CH:39][CH:40]=[C:12]([Cl:11])[CH:13]=3)[CH2:17][C@H:18]2[C:21]([NH:23][C:24]2[CH:29]=[CH:28][C:27]([O:30][C:31]3[CH:32]=[CH:33][C:34]([F:37])=[CH:35][CH:36]=3)=[CH:26][CH:25]=2)=[O:22])=[O:10])[CH:6]=[CH:5][N:4]=[N:3]1, predict the reactants needed to synthesize it. The reactants are: Cl.[N:2]1([CH2:7][C:8]([OH:10])=O)[CH:6]=[CH:5][N:4]=[N:3]1.[Cl:11][C:12]1[CH:13]=[C:14]([CH:38]=[CH:39][CH:40]=1)[CH2:15][C@H:16]1[CH2:20][NH:19][C@H:18]([C:21]([NH:23][C:24]2[CH:29]=[CH:28][C:27]([O:30][C:31]3[CH:36]=[CH:35][C:34]([F:37])=[CH:33][CH:32]=3)=[CH:26][CH:25]=2)=[O:22])[CH2:17]1.